Dataset: Forward reaction prediction with 1.9M reactions from USPTO patents (1976-2016). Task: Predict the product of the given reaction. (1) Given the reactants [F:1][C:2]1[CH:3]=[CH:4][C:5]([OH:12])=[C:6]([S:8]([OH:11])(=[O:10])=[O:9])[CH:7]=1.Cl[Si:14]([CH3:17])([CH3:16])[CH3:15].Cl, predict the reaction product. The product is: [F:1][C:2]1[CH:3]=[CH:4][C:5]([O:12][Si:14]([CH3:17])([CH3:16])[CH3:15])=[C:6]([S:8]([O:11][Si:14]([CH3:17])([CH3:16])[CH3:15])(=[O:10])=[O:9])[CH:7]=1. (2) The product is: [Cl:44][C:41]1[CH:40]=[CH:39][C:38]([C:35]2[S:36][CH:37]=[C:33]([CH2:32][S:31][C:13]3[C:14]([C:29]#[N:30])=[C:15]([C:19]4[CH:20]=[CH:21][C:22]([O:25][CH2:26][CH2:27][OH:28])=[CH:23][CH:24]=4)[C:16]([C:17]#[N:18])=[C:11]([N:4]([CH2:2][CH3:3])[CH2:5][C:6]([F:9])([F:8])[F:7])[N:12]=3)[N:34]=2)=[CH:43][CH:42]=1. Given the reactants Cl.[CH2:2]([NH:4][CH2:5][C:6]([F:9])([F:8])[F:7])[CH3:3].Cl[C:11]1[C:16]([C:17]#[N:18])=[C:15]([C:19]2[CH:24]=[CH:23][C:22]([O:25][CH2:26][CH2:27][OH:28])=[CH:21][CH:20]=2)[C:14]([C:29]#[N:30])=[C:13]([S:31][CH2:32][C:33]2[N:34]=[C:35]([C:38]3[CH:43]=[CH:42][C:41]([Cl:44])=[CH:40][CH:39]=3)[S:36][CH:37]=2)[N:12]=1.Cl.FC(F)(F)CNC, predict the reaction product.